Task: Predict the reaction yield, written as a fraction of the theoretical maximum amount of product (1.0 means a 100% yield; for example, 0.34 means a 34% yield).. Dataset: Reaction yield outcomes from USPTO patents with 853,638 reactions The reactants are [Br:1][CH2:2][CH2:3][CH2:4][CH2:5][CH2:6][CH2:7][CH2:8][CH2:9][C:10]1[CH:15]=[CH:14][CH:13]=[CH:12][CH:11]=1.[N:16]1[CH:21]=[CH:20][C:19]([CH3:22])=[CH:18][CH:17]=1. The catalyst is C(#N)C. The product is [Br-:1].[CH3:22][C:19]1[CH:20]=[CH:21][N+:16]([CH2:2][CH2:3][CH2:4][CH2:5][CH2:6][CH2:7][CH2:8][CH2:9][C:10]2[CH:15]=[CH:14][CH:13]=[CH:12][CH:11]=2)=[CH:17][CH:18]=1. The yield is 0.780.